Dataset: Forward reaction prediction with 1.9M reactions from USPTO patents (1976-2016). Task: Predict the product of the given reaction. The product is: [C:7]1([C:1]2[CH:2]=[CH:3][CH:4]=[CH:5][CH:6]=2)[CH:12]=[CH:11][CH:10]=[C:9]([O:13][CH2:23][C:20]2[O:19][C:18]([C:16]([OH:17])=[O:15])=[CH:22][CH:21]=2)[CH:8]=1. Given the reactants [C:1]1([C:7]2[CH:8]=[C:9]([OH:13])[CH:10]=[CH:11][CH:12]=2)[CH:6]=[CH:5][CH:4]=[CH:3][CH:2]=1.C[O:15][C:16]([C:18]1[O:19][C:20]([CH2:23]Cl)=[CH:21][CH:22]=1)=[O:17], predict the reaction product.